Dataset: Reaction yield outcomes from USPTO patents with 853,638 reactions. Task: Predict the reaction yield, written as a fraction of the theoretical maximum amount of product (1.0 means a 100% yield; for example, 0.34 means a 34% yield). (1) The catalyst is CO.C(OCC)(=O)C. The reactants are Cl.[NH2:2][C@H:3]1[C@H:8]2[CH2:9][C@H:5]([CH2:6][CH2:7]2)[C@H:4]1[C:10]([O:12][CH3:13])=[O:11].C([O-])(=O)C.[Na+].[F:19][C:20]1[CH:27]=[CH:26][C:23]([CH:24]=O)=[CH:22][C:21]=1[CH3:28].C([BH3-])#N.[Na+].C(=O)(O)[O-].[Na+]. The yield is 0.770. The product is [F:19][C:20]1[CH:27]=[CH:26][C:23]([CH2:24][NH:2][C@H:3]2[C@H:8]3[CH2:9][C@H:5]([CH2:6][CH2:7]3)[C@H:4]2[C:10]([O:12][CH3:13])=[O:11])=[CH:22][C:21]=1[CH3:28]. (2) The reactants are I[C:2]1[CH:14]=[CH:13][C:5]2[C:6](=[O:12])[CH2:7][CH2:8][C:9](=[O:11])[NH:10][C:4]=2[CH:3]=1.[CH:15]1(B(O)O)[CH2:17][CH2:16]1.[O-]P([O-])([O-])=O.[K+].[K+].[K+].C1(P(C2CCCCC2)C2CCCCC2)CCCCC1. The catalyst is C1(C)C=CC=CC=1.O.CC([O-])=O.CC([O-])=O.[Pd+2].CCOC(C)=O. The product is [CH:15]1([C:2]2[CH:14]=[CH:13][C:5]3[C:6](=[O:12])[CH2:7][CH2:8][C:9](=[O:11])[NH:10][C:4]=3[CH:3]=2)[CH2:17][CH2:16]1. The yield is 0.230. (3) The reactants are [CH2:1]([NH:13][C:14](=[O:45])[C:15]1[CH:20]=[C:19]([C:21]2[CH:26]=[CH:25][CH:24]=[C:23]([C:27]([F:30])([F:29])[F:28])[CH:22]=2)[C:18]([O:31][CH2:32][CH2:33][OH:34])=[C:17]([C:35]2[CH:40]=[CH:39][CH:38]=[C:37]([C:41]([F:44])([F:43])[F:42])[CH:36]=2)[CH:16]=1)[CH2:2][CH2:3][CH2:4][CH2:5][CH2:6][CH2:7][CH2:8][CH2:9][CH2:10][CH2:11][CH3:12].C[N+]1([O-])CC[O:50]CC1.OS([O-])=O.[Na+].Cl. The catalyst is CC#N.CCC[N+](CCC)(CCC)CCC.[O-][Ru](=O)(=O)=O. The product is [CH2:1]([NH:13][C:14]([C:15]1[CH:16]=[C:17]([C:35]2[CH:40]=[CH:39][CH:38]=[C:37]([C:41]([F:42])([F:43])[F:44])[CH:36]=2)[C:18]([O:31][CH2:32][C:33]([OH:50])=[O:34])=[C:19]([C:21]2[CH:26]=[CH:25][CH:24]=[C:23]([C:27]([F:29])([F:30])[F:28])[CH:22]=2)[CH:20]=1)=[O:45])[CH2:2][CH2:3][CH2:4][CH2:5][CH2:6][CH2:7][CH2:8][CH2:9][CH2:10][CH2:11][CH3:12]. The yield is 0.340. (4) The reactants are [Br:1][C:2]1[CH:3]=[CH:4][C:5]2[O:9][C:8]([C:10]3[CH:15]=[CH:14][C:13]([O:16]C)=[CH:12][CH:11]=3)=[CH:7][C:6]=2[CH:18]=1.Cl.N1C=CC=CC=1. The catalyst is O. The product is [Br:1][C:2]1[CH:3]=[CH:4][C:5]2[O:9][C:8]([C:10]3[CH:11]=[CH:12][C:13]([OH:16])=[CH:14][CH:15]=3)=[CH:7][C:6]=2[CH:18]=1. The yield is 0.390. (5) The yield is 0.890. The reactants are [S:1]1[CH:5]=[CH:4][CH:3]=[C:2]1[C:6]1[CH:13]=[CH:12][C:9]([C:10]#[N:11])=[CH:8][CH:7]=1.[H-].[Al+3].[Li+].[H-].[H-].[H-].CO. The catalyst is O1CCCC1.ClCCl. The product is [S:1]1[CH:5]=[CH:4][CH:3]=[C:2]1[C:6]1[CH:13]=[CH:12][C:9]([CH2:10][NH2:11])=[CH:8][CH:7]=1.